This data is from Forward reaction prediction with 1.9M reactions from USPTO patents (1976-2016). The task is: Predict the product of the given reaction. (1) Given the reactants [CH3:1][O:2][C:3]1[CH:4]=[C:5]2[C:9](=[CH:10][CH:11]=1)[NH:8][C:7](=[O:12])[C:6]2=[O:13].[H-].[Na+].Br[CH2:17][C:18]([O:20][C:21]([CH3:24])([CH3:23])[CH3:22])=[O:19], predict the reaction product. The product is: [CH3:1][O:2][C:3]1[CH:4]=[C:5]2[C:9](=[CH:10][CH:11]=1)[N:8]([CH2:17][C:18]([O:20][C:21]([CH3:24])([CH3:23])[CH3:22])=[O:19])[C:7](=[O:12])[C:6]2=[O:13]. (2) The product is: [C:12]([NH:11][C:8]1[CH:9]=[CH:10][C:5]([C:4]([OH:23])=[O:3])=[CH:6][CH:7]=1)(=[O:22])[CH2:13][CH2:14][CH2:15][CH2:16][CH2:17][CH2:18][CH2:19][CH2:20][CH3:21]. Given the reactants C([O:3][C:4](=[O:23])[C:5]1[CH:10]=[CH:9][C:8]([NH:11][C:12](=[O:22])[CH2:13][CH2:14][CH2:15][CH2:16][CH2:17][CH2:18][CH2:19][CH2:20][CH3:21])=[CH:7][CH:6]=1)C.[OH-].[Na+].Cl, predict the reaction product. (3) Given the reactants [C:1](OC(=O)C)(=[O:3])C.[CH3:8][C:9]1([CH3:31])[CH2:18][C:17]2[C:12](=[C:13]3[CH2:22][C:21]([CH3:24])([CH3:23])[O:20][C:14]3=[C:15]([NH2:19])[CH:16]=2)[C:11]([C:25]2[CH:30]=[CH:29][CH:28]=[CH:27][CH:26]=2)=[N:10]1.[OH-].[Na+], predict the reaction product. The product is: [CH3:8][C:9]1([CH3:31])[CH2:18][C:17]2[C:12](=[C:13]3[CH2:22][C:21]([CH3:23])([CH3:24])[O:20][C:14]3=[C:15]([NH:19][CH:1]=[O:3])[CH:16]=2)[C:11]([C:25]2[CH:26]=[CH:27][CH:28]=[CH:29][CH:30]=2)=[N:10]1. (4) The product is: [NH2:1][C:2]1[C:11]2[CH:10]=[CH:9][CH:8]=[C:7]([C:22]3[CH:23]=[N:24][CH:25]=[CH:26][C:21]=3[O:20][CH3:19])[C:6]=2[N:5]=[C:4]2[CH2:13][N:14]([CH2:17][CH3:18])[C:15](=[O:16])[C:3]=12. Given the reactants [NH2:1][C:2]1[C:11]2[CH:10]=[CH:9][CH:8]=[C:7](Br)[C:6]=2[N:5]=[C:4]2[CH2:13][N:14]([CH2:17][CH3:18])[C:15](=[O:16])[C:3]=12.[CH3:19][O:20][C:21]1[CH:26]=[CH:25][N:24]=[CH:23][C:22]=1B(O)O, predict the reaction product. (5) Given the reactants [CH3:1][N:2]1[C:6]([C:7]2[CH:12]=[CH:11][CH:10]=[CH:9][C:8]=2[C:13]([F:16])([F:15])[F:14])=[N:5][N:4]=[C:3]1[CH:17]([O:19][C:20]1[N:27]=[CH:26][CH:25]=[CH:24][C:21]=1[C:22]#[N:23])[CH3:18].[OH-:28].[Na+].O, predict the reaction product. The product is: [CH3:1][N:2]1[C:6]([C:7]2[CH:12]=[CH:11][CH:10]=[CH:9][C:8]=2[C:13]([F:16])([F:15])[F:14])=[N:5][N:4]=[C:3]1[CH:17]([O:19][C:20]1[N:27]=[CH:26][CH:25]=[CH:24][C:21]=1[C:22]([NH2:23])=[O:28])[CH3:18]. (6) Given the reactants CC1(C)C(C)(C)OB([C:9]2[CH:30]=[CH:29][C:12]([O:13][CH:14]3[CH2:17][N:16]([CH2:18][C:19]4[CH:24]=[CH:23][C:22]([C:25]([F:28])([F:27])[F:26])=[CH:21][CH:20]=4)[CH2:15]3)=[CH:11][CH:10]=2)O1.Br[C:33]1[CH:43]=[CH:42][C:36]([C:37]([NH:39][CH2:40][CH3:41])=[O:38])=[CH:35][N:34]=1, predict the reaction product. The product is: [CH2:40]([NH:39][C:37](=[O:38])[C:36]1[CH:42]=[CH:43][C:33]([C:9]2[CH:30]=[CH:29][C:12]([O:13][CH:14]3[CH2:17][N:16]([CH2:18][C:19]4[CH:24]=[CH:23][C:22]([C:25]([F:26])([F:28])[F:27])=[CH:21][CH:20]=4)[CH2:15]3)=[CH:11][CH:10]=2)=[N:34][CH:35]=1)[CH3:41]. (7) Given the reactants [OH:1][C:2]1[N:7]=[CH:6][C:5]([O:8][C:9]2[CH:14]=[CH:13][C:12]([CH2:15][CH2:16][CH:17]([NH:19][C:20](=[O:22])[CH3:21])[CH3:18])=[CH:11][CH:10]=2)=[CH:4][CH:3]=1.I[CH:24]([CH3:26])[CH3:25], predict the reaction product. The product is: [CH:24]([N:7]1[C:2](=[O:1])[CH:3]=[CH:4][C:5]([O:8][C:9]2[CH:14]=[CH:13][C:12]([CH2:15][CH2:16][CH:17]([NH:19][C:20](=[O:22])[CH3:21])[CH3:18])=[CH:11][CH:10]=2)=[CH:6]1)([CH3:26])[CH3:25].